Dataset: Retrosynthesis with 50K atom-mapped reactions and 10 reaction types from USPTO. Task: Predict the reactants needed to synthesize the given product. (1) Given the product CC(C)[C@H]1CC=CC[C@H](C)[C@@H](O)CCCC(=O)O1, predict the reactants needed to synthesize it. The reactants are: CC(C)[C@H]1CC=CC[C@H](C)[C@@H](O[Si](C)(C)C(C)(C)C)CCCC(=O)O1. (2) Given the product COCCNC[Si](C)(C)C, predict the reactants needed to synthesize it. The reactants are: COCCN.C[Si](C)(C)CCl. (3) The reactants are: BrCc1ccc(-c2ccccc2-c2nnnn2C(c2ccccc2)(c2ccccc2)c2ccccc2)cc1.CCCCc1nc(C(=O)OC)c(C(=O)OC)[nH]1. Given the product CCCCc1nc(C(=O)OC)c(C(=O)OC)n1Cc1ccc(-c2ccccc2-c2nnnn2C(c2ccccc2)(c2ccccc2)c2ccccc2)cc1, predict the reactants needed to synthesize it. (4) Given the product O=C(O)c1cc(N2CCN3CCC2CC3)ncc1[N+](=O)[O-], predict the reactants needed to synthesize it. The reactants are: COC(=O)c1cc(N2CCN3CCC2CC3)ncc1[N+](=O)[O-]. (5) Given the product CC(C)(C)CC(=O)N1CCOC(c2ccccc2)C1, predict the reactants needed to synthesize it. The reactants are: CC(C)(C)CC(=O)Cl.c1ccc(C2CNCCO2)cc1. (6) Given the product CC(=CCOc1ccc2c(c1)OCCC2)CCC1OC1(C)C, predict the reactants needed to synthesize it. The reactants are: CC(=O)OO.CC(C)=CCCC(C)=CCOc1ccc2c(c1)OCCC2. (7) The reactants are: CCOC(CN=C=S)OCC.Cc1ccc2c(N)c(F)ccc2n1. Given the product CCOC(CNC(=S)Nc1c(F)ccc2nc(C)ccc12)OCC, predict the reactants needed to synthesize it. (8) Given the product CCC(CC)(c1ccc(F)cc1)c1c(C)[nH]c2c(NS(C)(=O)=O)cccc12, predict the reactants needed to synthesize it. The reactants are: CCC(CC)(c1ccc(F)cc1)c1c(C)[nH]c2c(N)cccc12.CS(=O)(=O)Cl.